The task is: Predict the reactants needed to synthesize the given product.. This data is from Full USPTO retrosynthesis dataset with 1.9M reactions from patents (1976-2016). Given the product [ClH:21].[F:19][C:16]([F:17])([F:18])[C:15]([NH:14][CH2:13][C@@H:9]1[CH2:10][CH2:11][CH2:12][NH:8]1)=[O:20], predict the reactants needed to synthesize it. The reactants are: C(OC([N:8]1[CH2:12][CH2:11][CH2:10][C@H:9]1[CH2:13][NH:14][C:15](=[O:20])[C:16]([F:19])([F:18])[F:17])=O)(C)(C)C.[ClH:21].